Predict the reactants needed to synthesize the given product. From a dataset of Full USPTO retrosynthesis dataset with 1.9M reactions from patents (1976-2016). (1) Given the product [NH2:1][C:2]1[N:3]=[C:4]([NH:19][C:20]2[CH:25]=[CH:24][C:23]([N:26]3[CH2:31][CH2:30][N:29]([CH3:32])[CH2:28][CH2:27]3)=[CH:22][CH:21]=2)[S:5][C:6]=1[C:7]([C:9]1[CH:14]=[CH:13][C:12]([N:35]2[CH2:36][CH2:37][CH2:38][CH:34]2[CH3:33])=[C:11]([N+:16]([O-:18])=[O:17])[CH:10]=1)=[O:8], predict the reactants needed to synthesize it. The reactants are: [NH2:1][C:2]1[N:3]=[C:4]([NH:19][C:20]2[CH:25]=[CH:24][C:23]([N:26]3[CH2:31][CH2:30][N:29]([CH3:32])[CH2:28][CH2:27]3)=[CH:22][CH:21]=2)[S:5][C:6]=1[C:7]([C:9]1[CH:14]=[CH:13][C:12](Cl)=[C:11]([N+:16]([O-:18])=[O:17])[CH:10]=1)=[O:8].[CH3:33][CH:34]1[CH2:38][CH2:37][CH2:36][NH:35]1. (2) Given the product [Br:21][C:9]1[N:8]=[C:7]([C:5]([OH:6])=[O:4])[C:12]([S:13][C:14]2[CH:19]=[CH:18][C:17]([F:20])=[CH:16][CH:15]=2)=[N:11][CH:10]=1, predict the reactants needed to synthesize it. The reactants are: CO.C[O:4][C:5]([C:7]1[C:12]([S:13][C:14]2[CH:19]=[CH:18][C:17]([F:20])=[CH:16][CH:15]=2)=[N:11][CH:10]=[C:9]([Br:21])[N:8]=1)=[O:6].[OH-].[Na+].Cl. (3) Given the product [S:7]1[C:11]2[CH:12]=[CH:13][CH:14]=[CH:15][C:10]=2[N:9]=[C:8]1[NH:16][C@H:17]1[CH2:18][C@H:19]([NH:21][C:23]2[C:28]([CH2:29][C:30]([O:32][CH3:33])=[O:31])=[CH:27][CH:26]=[CH:25][N:24]=2)[CH2:20]1.[S:7]1[C:11]2[CH:12]=[CH:13][CH:14]=[CH:15][C:10]=2[N:9]=[C:8]1[NH:16][C@H:17]1[CH2:18][C@H:19]([N:21]2[C:23]3=[N:24][CH:25]=[CH:26][CH:27]=[C:28]3[CH2:29][C:30]2=[O:31])[CH2:20]1, predict the reactants needed to synthesize it. The reactants are: CC(C)([O-])C.[Na+].[S:7]1[C:11]2[CH:12]=[CH:13][CH:14]=[CH:15][C:10]=2[N:9]=[C:8]1[NH:16][C@H:17]1[CH2:20][C@H:19]([NH2:21])[CH2:18]1.Cl[C:23]1[C:28]([CH2:29][C:30]([O:32][CH3:33])=[O:31])=[CH:27][CH:26]=[CH:25][N:24]=1.O1CCOCC1. (4) Given the product [NH2:32][C:29]1[CH:30]=[CH:31][C:26]([N:24]2[CH:23]=[C:19]3[N:20]=[CH:21][N:22]=[C:17]([NH:16][C:4]4[CH:5]=[CH:6][C:7]([O:8][C:9]5[CH:10]=[N:11][C:12]([CH3:15])=[CH:13][CH:14]=5)=[C:2]([CH3:1])[CH:3]=4)[C:18]3=[N:25]2)=[CH:27][CH:28]=1, predict the reactants needed to synthesize it. The reactants are: [CH3:1][C:2]1[CH:3]=[C:4]([NH:16][C:17]2[C:18]3[C:19](=[CH:23][N:24]([C:26]4[CH:31]=[CH:30][C:29]([N+:32]([O-])=O)=[CH:28][CH:27]=4)[N:25]=3)[N:20]=[CH:21][N:22]=2)[CH:5]=[CH:6][C:7]=1[O:8][C:9]1[CH:10]=[N:11][C:12]([CH3:15])=[CH:13][CH:14]=1.[Cl-].[Ca+2].[Cl-]. (5) Given the product [CH2:1]([N:8]1[CH2:13][CH2:12][N:11]([C:14]2[CH:19]=[CH:18][N:17]=[C:16]3[NH:20][CH:21]=[C:22]([NH:23][C:36](=[O:40])[CH2:37][CH2:38][CH3:39])[C:15]=23)[CH2:10][CH2:9]1)[C:2]1[CH:7]=[CH:6][CH:5]=[CH:4][CH:3]=1, predict the reactants needed to synthesize it. The reactants are: [CH2:1]([N:8]1[CH2:13][CH2:12][N:11]([C:14]2[CH:19]=[CH:18][N:17]=[C:16]3[NH:20][CH:21]=[C:22]([N+:23]([O-])=O)[C:15]=23)[CH2:10][CH2:9]1)[C:2]1[CH:7]=[CH:6][CH:5]=[CH:4][CH:3]=1.Cl.Cl[Sn]Cl.C([O-])([O-])=O.[Na+].[Na+].[C:36](O[C:36](=[O:40])[CH2:37][CH2:38][CH3:39])(=[O:40])[CH2:37][CH2:38][CH3:39]. (6) Given the product [CH2:41]([N:36]([CH2:37][CH2:38][CH2:39][CH3:40])[C:34]1[N:35]=[C:30]([N:29]([CH2:25][CH2:26][CH2:27][CH3:28])[CH2:46][CH2:47][CH2:48][CH3:49])[N:31]=[C:32]([NH:8][C:9]2[C:22]3[C:21](=[O:23])[C:20]4[C:15](=[CH:16][CH:17]=[CH:18][CH:19]=4)[C:14](=[O:24])[C:13]=3[CH:12]=[CH:11][CH:10]=2)[N:33]=1)[CH2:42][CH2:43][CH3:44], predict the reactants needed to synthesize it. The reactants are: C1(O)C=CC=CC=1.[NH2:8][C:9]1[C:22]2[C:21](=[O:23])[C:20]3[C:15](=[CH:16][CH:17]=[CH:18][CH:19]=3)[C:14](=[O:24])[C:13]=2[CH:12]=[CH:11][CH:10]=1.[CH2:25]([N:29]([CH2:46][CH2:47][CH2:48][CH3:49])[C:30]1[N:35]=[C:34]([N:36]([CH2:41][CH2:42][CH2:43][CH3:44])[CH2:37][CH2:38][CH2:39][CH3:40])[N:33]=[C:32](Cl)[N:31]=1)[CH2:26][CH2:27][CH3:28].[OH-].[Na+]. (7) The reactants are: [CH:1]([C:3]1[CH:4]=[C:5]([F:14])[C:6]2[O:11][CH2:10][C:9](=[O:12])[NH:8][C:7]=2[CH:13]=1)=C.I([O-])(=O)(=O)=[O:16].[Na+]. Given the product [F:14][C:5]1[C:6]2[O:11][CH2:10][C:9](=[O:12])[NH:8][C:7]=2[CH:13]=[C:3]([CH:1]=[O:16])[CH:4]=1, predict the reactants needed to synthesize it.